Dataset: Reaction yield outcomes from USPTO patents with 853,638 reactions. Task: Predict the reaction yield, written as a fraction of the theoretical maximum amount of product (1.0 means a 100% yield; for example, 0.34 means a 34% yield). The reactants are [Cl:1][C:2]1[CH:10]=[C:6]([C:7]([OH:9])=O)[C:5]([OH:11])=[CH:4][CH:3]=1.[Cl:12][C:13]1[CH:19]=[CH:18][C:16]([NH2:17])=[C:15]([C:20]([F:23])([F:22])[F:21])[CH:14]=1. No catalyst specified. The product is [Cl:1][C:2]1[CH:3]=[CH:4][C:5]([OH:11])=[C:6]([CH:10]=1)[C:7]([NH:17][C:16]1[CH:18]=[CH:19][C:13]([Cl:12])=[CH:14][C:15]=1[C:20]([F:23])([F:21])[F:22])=[O:9]. The yield is 0.215.